From a dataset of NCI-60 drug combinations with 297,098 pairs across 59 cell lines. Regression. Given two drug SMILES strings and cell line genomic features, predict the synergy score measuring deviation from expected non-interaction effect. (1) Drug 1: C1=CC(=C2C(=C1NCCNCCO)C(=O)C3=C(C=CC(=C3C2=O)O)O)NCCNCCO. Drug 2: C1C(C(OC1N2C=NC3=C2NC=NCC3O)CO)O. Cell line: SK-MEL-28. Synergy scores: CSS=27.1, Synergy_ZIP=-4.35, Synergy_Bliss=-1.18, Synergy_Loewe=-49.5, Synergy_HSA=-1.11. (2) Drug 1: C1=CC(=C2C(=C1NCCNCCO)C(=O)C3=C(C=CC(=C3C2=O)O)O)NCCNCCO. Drug 2: CC1C(C(CC(O1)OC2CC(OC(C2O)C)OC3=CC4=CC5=C(C(=O)C(C(C5)C(C(=O)C(C(C)O)O)OC)OC6CC(C(C(O6)C)O)OC7CC(C(C(O7)C)O)OC8CC(C(C(O8)C)O)(C)O)C(=C4C(=C3C)O)O)O)O. Cell line: NCIH23. Synergy scores: CSS=60.4, Synergy_ZIP=2.82, Synergy_Bliss=3.02, Synergy_Loewe=-6.45, Synergy_HSA=3.33. (3) Drug 1: C1=C(C(=O)NC(=O)N1)F. Drug 2: C1CN(CCN1C(=O)CCBr)C(=O)CCBr. Cell line: SF-295. Synergy scores: CSS=44.5, Synergy_ZIP=-8.37, Synergy_Bliss=-4.18, Synergy_Loewe=-1.23, Synergy_HSA=1.13. (4) Drug 1: CN1CCC(CC1)COC2=C(C=C3C(=C2)N=CN=C3NC4=C(C=C(C=C4)Br)F)OC. Drug 2: C1CCN(CC1)CCOC2=CC=C(C=C2)C(=O)C3=C(SC4=C3C=CC(=C4)O)C5=CC=C(C=C5)O. Cell line: ACHN. Synergy scores: CSS=14.5, Synergy_ZIP=-3.35, Synergy_Bliss=5.30, Synergy_Loewe=-5.52, Synergy_HSA=4.60.